Dataset: Full USPTO retrosynthesis dataset with 1.9M reactions from patents (1976-2016). Task: Predict the reactants needed to synthesize the given product. (1) Given the product [CH3:16][N:17]1[C:21]([C:2]2[CH:11]=[C:10]3[C:5]([CH:6]=[CH:7][NH:8][C:9]3=[O:12])=[C:4]([N+:13]([O-:15])=[O:14])[CH:3]=2)=[C:20]([CH3:22])[N:19]=[N:18]1, predict the reactants needed to synthesize it. The reactants are: Br[C:2]1[CH:11]=[C:10]2[C:5]([CH:6]=[CH:7][NH:8][C:9]2=[O:12])=[C:4]([N+:13]([O-:15])=[O:14])[CH:3]=1.[CH3:16][N:17]1[CH:21]=[C:20]([CH3:22])[N:19]=[N:18]1.CCCCP(C12CC3CC(CC(C3)C1)C2)C12CC3CC(CC(C3)C1)C2.C([O-])(=O)C.[K+]. (2) Given the product [CH2:1]([O:8][CH2:9][CH2:10][CH2:11][CH2:12][CH2:13][CH2:14][CH2:15][CH2:16][CH2:17][CH2:18][CH2:19][SH:20])[C:2]1[CH:7]=[CH:6][CH:5]=[CH:4][CH:3]=1, predict the reactants needed to synthesize it. The reactants are: [CH2:1]([O:8][CH2:9][CH2:10][CH2:11][CH2:12][CH2:13][CH2:14][CH2:15][CH2:16][CH2:17][CH2:18][CH2:19][S:20]C(=O)C)[C:2]1[CH:7]=[CH:6][CH:5]=[CH:4][CH:3]=1.ClCCl.Cl.